This data is from Full USPTO retrosynthesis dataset with 1.9M reactions from patents (1976-2016). The task is: Predict the reactants needed to synthesize the given product. Given the product [C:13]([O:12][C:10](/[CH:9]=[CH:23]/[C:25]1[CH:34]=[CH:33][C:28]([C:29]([O:31][CH3:32])=[O:30])=[C:27]([O:35][CH3:36])[CH:26]=1)=[O:11])([CH3:14])([CH3:15])[CH3:16], predict the reactants needed to synthesize it. The reactants are: C(OP([CH2:9][C:10]([O:12][C:13]([CH3:16])([CH3:15])[CH3:14])=[O:11])(OCC)=O)C.C([O-])(C)(C)C.[Na+].[CH:23]([C:25]1[CH:34]=[CH:33][C:28]([C:29]([O:31][CH3:32])=[O:30])=[C:27]([O:35][CH3:36])[CH:26]=1)=O.[Cl-].[NH4+].